From a dataset of Forward reaction prediction with 1.9M reactions from USPTO patents (1976-2016). Predict the product of the given reaction. (1) Given the reactants Br[C:2]1[CH:7]=[CH:6][CH:5]=[C:4]([Br:8])[N:3]=1.CC1(C)C(C)(C)OB([C:17]2[CH:26]=[CH:25][C:24]3[C:23]([CH3:28])([CH3:27])[CH2:22][CH2:21][C:20]([CH3:30])([CH3:29])[C:19]=3[CH:18]=2)O1, predict the reaction product. The product is: [Br:8][C:4]1[CH:5]=[CH:6][CH:7]=[C:2]([C:26]2[CH:17]=[CH:18][C:19]3[C:20]([CH3:30])([CH3:29])[CH2:21][CH2:22][C:23]([CH3:28])([CH3:27])[C:24]=3[CH:25]=2)[N:3]=1. (2) Given the reactants [Cl-].[Al+3].[Cl-].[Cl-].[Br:5][C:6]1[CH:7]=[C:8]2[CH:14]=[CH:13][NH:12][C:9]2=[N:10][CH:11]=1.[C:15](Cl)(=[O:17])[CH3:16], predict the reaction product. The product is: [Br:5][C:6]1[CH:7]=[C:8]2[C:14]([C:15](=[O:17])[CH3:16])=[CH:13][NH:12][C:9]2=[N:10][CH:11]=1. (3) The product is: [C:1]1([CH2:7][N:8]2[CH2:13][CH2:12][CH:11]([N:14]([CH:15]3[CH2:16][CH2:17]3)[C:29](=[O:30])[CH2:28][C:25]3[CH:24]=[CH:23][C:22]([S:19]([CH3:18])(=[O:20])=[O:21])=[CH:27][CH:26]=3)[CH2:10][CH2:9]2)[CH:2]=[CH:3][CH:4]=[CH:5][CH:6]=1. Given the reactants [C:1]1([CH2:7][N:8]2[CH2:13][CH2:12][CH:11]([NH:14][CH:15]3[CH2:17][CH2:16]3)[CH2:10][CH2:9]2)[CH:6]=[CH:5][CH:4]=[CH:3][CH:2]=1.[CH3:18][S:19]([C:22]1[CH:27]=[CH:26][C:25]([CH2:28][C:29](O)=[O:30])=[CH:24][CH:23]=1)(=[O:21])=[O:20], predict the reaction product. (4) Given the reactants [CH2:1]([S:3]([NH:6][C@@H:7]([CH:26]([CH3:28])[CH3:27])[C:8]([NH:10][C@@H:11]1[CH2:16][CH2:15][CH2:14][CH2:13][C@H:12]1[C:17]1[CH:22]=[CH:21][C:20]([OH:23])=[C:19]([O:24][CH3:25])[CH:18]=1)=[O:9])(=[O:5])=[O:4])[CH3:2].[CH2:29](Br)[C:30]#[CH:31].C[O-].[Na+], predict the reaction product. The product is: [CH2:1]([S:3]([NH:6][C@@H:7]([CH:26]([CH3:27])[CH3:28])[C:8]([NH:10][C@@H:11]1[CH2:16][CH2:15][CH2:14][CH2:13][C@H:12]1[C:17]1[CH:22]=[CH:21][C:20]([O:23][CH2:31][C:30]#[CH:29])=[C:19]([O:24][CH3:25])[CH:18]=1)=[O:9])(=[O:4])=[O:5])[CH3:2]. (5) Given the reactants [Cl:1][C:2]1[CH:7]=[CH:6][C:5]([NH:8][C:9](=[O:15])[O:10][C:11]([CH3:14])([CH3:13])[CH3:12])=[CH:4][CH:3]=1.C([Li])(CC)C.[F:21][C:22]([F:33])([F:32])[O:23][C:24]1[CH:31]=[CH:30][CH:29]=[CH:28][C:25]=1[CH:26]=[O:27].[Cl-].[NH4+], predict the reaction product. The product is: [Cl:1][C:2]1[CH:3]=[CH:4][C:5]([NH:8][C:9](=[O:15])[O:10][C:11]([CH3:12])([CH3:14])[CH3:13])=[C:6]([CH:26]([OH:27])[C:25]2[CH:28]=[CH:29][CH:30]=[CH:31][C:24]=2[O:23][C:22]([F:21])([F:32])[F:33])[CH:7]=1. (6) The product is: [CH3:18][O:19][C:20]1[CH:25]=[CH:24][C:23]([C:2]2[CH:3]=[N:4][CH:5]=[C:6]([C:20]3[CH:25]=[CH:24][C:23]([O:32][CH3:29])=[CH:22][CH:21]=3)[C:7]=2[N:8]2[CH2:13][CH2:12][CH:11]([C:14]([NH2:16])=[O:15])[CH2:10][CH2:9]2)=[CH:22][CH:21]=1. Given the reactants Br[C:2]1[CH:3]=[N:4][CH:5]=[C:6](Br)[C:7]=1[N:8]1[CH2:13][CH2:12][CH:11]([C:14]([NH2:16])=[O:15])[CH2:10][CH2:9]1.[CH3:18][O:19][C:20]1[CH:25]=[CH:24][C:23](B(O)O)=[CH:22][CH:21]=1.[C:29](=[O:32])([O-])[O-].[Na+].[Na+], predict the reaction product. (7) Given the reactants [Br:1][C:2]1[CH:3]=[N:4][N:5]([C@@H:7]([CH:11]2[CH2:15][CH2:14][CH2:13][CH2:12]2)[CH2:8][CH:9]=O)[CH:6]=1.O1CCCC1.[OH-].[NH4+:22].II, predict the reaction product. The product is: [Br:1][C:2]1[CH:3]=[N:4][N:5]([C@@H:7]([CH:11]2[CH2:15][CH2:14][CH2:13][CH2:12]2)[CH2:8][C:9]#[N:22])[CH:6]=1. (8) Given the reactants [C:1]1([N:7]2[CH2:12][CH2:11][CH:10]([NH:13][C:14]3[C:23]4[C:18](=[CH:19][CH:20]=[C:21]([C:24](OC)=[O:25])[CH:22]=4)[N:17]=[CH:16][N:15]=3)[CH2:9][CH2:8]2)[CH:6]=[CH:5][CH:4]=[CH:3][CH:2]=1.Br[Mg][C:30]1[CH:35]=[CH:34][C:33]([F:36])=[CH:32][CH:31]=1, predict the reaction product. The product is: [F:36][C:33]1[CH:34]=[CH:35][C:30]([C:24]([C:30]2[CH:35]=[CH:34][C:33]([F:36])=[CH:32][CH:31]=2)([C:21]2[CH:22]=[C:23]3[C:18](=[CH:19][CH:20]=2)[N:17]=[CH:16][N:15]=[C:14]3[NH:13][CH:10]2[CH2:9][CH2:8][N:7]([C:1]3[CH:6]=[CH:5][CH:4]=[CH:3][CH:2]=3)[CH2:12][CH2:11]2)[OH:25])=[CH:31][CH:32]=1.